Dataset: Peptide-MHC class II binding affinity with 134,281 pairs from IEDB. Task: Regression. Given a peptide amino acid sequence and an MHC pseudo amino acid sequence, predict their binding affinity value. This is MHC class II binding data. The peptide sequence is IAPAVQTNWQKLETFWAKHM. The MHC is DRB1_0701 with pseudo-sequence DRB1_0701. The binding affinity (normalized) is 0.463.